Dataset: Catalyst prediction with 721,799 reactions and 888 catalyst types from USPTO. Task: Predict which catalyst facilitates the given reaction. (1) Reactant: CC[O-].[Na+].[C:5]([O:9][CH2:10][CH3:11])(=[O:8])[CH2:6][SH:7].Br[C:13]1[N:14]=[C:15]([CH3:28])[N:16]([CH2:20][O:21][CH2:22][CH2:23][Si:24]([CH3:27])([CH3:26])[CH3:25])[C:17]=1[CH:18]=O.CCCCCC. The catalyst class is: 8. Product: [CH3:28][C:15]1[N:16]([CH2:20][O:21][CH2:22][CH2:23][Si:24]([CH3:26])([CH3:25])[CH3:27])[C:17]2[CH:18]=[C:6]([C:5]([O:9][CH2:10][CH3:11])=[O:8])[S:7][C:13]=2[N:14]=1. (2) Product: [C:14]([CH2:13][CH2:12][C:9]1[C:10]([CH3:11])=[C:6]([C:4]([OH:3])=[O:5])[NH:7][C:8]=1[CH:19]=[C:24]1[C:23]2[C:27](=[CH:28][CH:29]=[CH:30][C:22]=2[CH3:21])[NH:26][C:25]1=[O:31])([OH:16])=[O:15]. The catalyst class is: 495. Reactant: C([O:3][C:4]([C:6]1[NH:7][C:8]([CH:19]=O)=[C:9]([CH2:12][CH2:13][C:14]([O:16]CC)=[O:15])[C:10]=1[CH3:11])=[O:5])C.[CH3:21][C:22]1[CH:30]=[CH:29][CH:28]=[C:27]2[C:23]=1[CH2:24][C:25](=[O:31])[NH:26]2.[OH-].[K+]. (3) Reactant: [Br:1][C:2]1[CH:10]=[CH:9][C:5]([C:6]([OH:8])=O)=[CH:4][CH:3]=1.[CH:11]1[N:15]=[CH:14][N:13](C([N:13]2[CH:14]=[N:15][CH:11]=[CH:12]2)=O)[CH:12]=1.O. Product: [Br:1][C:2]1[CH:3]=[CH:4][C:5]([C:6]([N:13]2[CH:12]=[CH:11][N:15]=[CH:14]2)=[O:8])=[CH:9][CH:10]=1. The catalyst class is: 3. (4) Reactant: C([Li])CCC.Br[C:7]1[S:8][CH:9]=[CH:10][N:11]=1.[CH3:12][C:13]([CH3:15])=[O:14]. Product: [S:8]1[CH:9]=[CH:10][N:11]=[C:7]1[C:13]([OH:14])([CH3:15])[CH3:12]. The catalyst class is: 27. (5) Reactant: [Cl:1][C:2]1[C:10]2[C:5](=[CH:6][CH:7]=[CH:8][CH:9]=2)[NH:4][C:3]=1[C:11]([OH:13])=O.CN(C)C=O.C(Cl)(=O)C(Cl)=O.Cl.[NH2:26][CH2:27][C:28](=[O:30])[CH3:29].C(N(CC)CC)C. Product: [Cl:1][C:2]1[C:10]2[C:5](=[CH:6][CH:7]=[CH:8][CH:9]=2)[NH:4][C:3]=1[C:11](=[O:13])[NH:26][CH2:27][C:28](=[O:30])[CH3:29]. The catalyst class is: 46. (6) Reactant: [CH3:1][O:2][C:3]1[CH:31]=[C:30]([O:32][CH3:33])[CH:29]=[CH:28][C:4]=1[CH2:5][N:6]([C:21]1[CH:26]=[CH:25][CH:24]=[C:23]([F:27])[N:22]=1)[S:7]([C:10]1[C:19]([F:20])=[CH:18][C:13]2[NH:14][C:15](=[O:17])[O:16][C:12]=2[CH:11]=1)(=[O:9])=[O:8].C1(P(C2C=CC=CC=2)C2C=CC=CC=2)C=CC=CC=1.CCOC(/N=N/C(OCC)=O)=O.[Br:65][C:66]1[C:71]([CH3:72])=[CH:70][CH:69]=[CH:68][C:67]=1[C@@H:73](O)[CH3:74]. Product: [Br:65][C:66]1[C:71]([CH3:72])=[CH:70][CH:69]=[CH:68][C:67]=1[C@H:73]([N:14]1[C:13]2[CH:18]=[C:19]([F:20])[C:10]([S:7]([N:6]([CH2:5][C:4]3[CH:28]=[CH:29][C:30]([O:32][CH3:33])=[CH:31][C:3]=3[O:2][CH3:1])[C:21]3[CH:26]=[CH:25][CH:24]=[C:23]([F:27])[N:22]=3)(=[O:9])=[O:8])=[CH:11][C:12]=2[O:16][C:15]1=[O:17])[CH3:74]. The catalyst class is: 1. (7) Reactant: [C:1]1([C:7]2[CH:11]=[C:10]([C:12]3[CH:17]=[CH:16][CH:15]=[CH:14][CH:13]=3)[N:9]([CH2:18][C:19]3[CH:41]=[CH:40][C:22]([CH2:23][NH:24][C:25]4[CH:30]=[C:29]([F:31])[C:28]([CH2:32][CH2:33][C:34]([O:36]CC)=[O:35])=[C:27]([F:39])[CH:26]=4)=[CH:21][C:20]=3[O:42][CH:43]([CH3:45])[CH3:44])[N:8]=2)[CH:6]=[CH:5][CH:4]=[CH:3][CH:2]=1.[OH-].[Na+].Cl. Product: [C:1]1([C:7]2[CH:11]=[C:10]([C:12]3[CH:17]=[CH:16][CH:15]=[CH:14][CH:13]=3)[N:9]([CH2:18][C:19]3[CH:41]=[CH:40][C:22]([CH2:23][NH:24][C:25]4[CH:30]=[C:29]([F:31])[C:28]([CH2:32][CH2:33][C:34]([OH:36])=[O:35])=[C:27]([F:39])[CH:26]=4)=[CH:21][C:20]=3[O:42][CH:43]([CH3:45])[CH3:44])[N:8]=2)[CH:6]=[CH:5][CH:4]=[CH:3][CH:2]=1. The catalyst class is: 199.